Dataset: Full USPTO retrosynthesis dataset with 1.9M reactions from patents (1976-2016). Task: Predict the reactants needed to synthesize the given product. Given the product [Cl:1][C:2]1[CH:9]=[CH:8][CH:7]=[CH:6][C:3]=1[N:4]([CH3:5])[CH2:11][C:12]([OH:14])=[O:13], predict the reactants needed to synthesize it. The reactants are: [Cl:1][C:2]1[CH:9]=[CH:8][CH:7]=[CH:6][C:3]=1[NH:4][CH3:5].O=[CH:11][C:12]([OH:14])=[O:13].[BH3-]C#N.[Na+].C(O)(=O)C.